Dataset: Peptide-MHC class II binding affinity with 134,281 pairs from IEDB. Task: Regression. Given a peptide amino acid sequence and an MHC pseudo amino acid sequence, predict their binding affinity value. This is MHC class II binding data. (1) The peptide sequence is RPTAWFLPSIRAANV. The MHC is DRB1_1301 with pseudo-sequence DRB1_1301. The binding affinity (normalized) is 0.851. (2) The peptide sequence is RGYPGLDGAKGEAGA. The MHC is DRB1_0405 with pseudo-sequence DRB1_0405. The binding affinity (normalized) is 0. (3) The peptide sequence is EKKYFAATQPEPLAA. The MHC is HLA-DPA10201-DPB11401 with pseudo-sequence HLA-DPA10201-DPB11401. The binding affinity (normalized) is 0.922. (4) The peptide sequence is EQKYFAATQFEPLAA. The MHC is DRB1_0101 with pseudo-sequence DRB1_0101. The binding affinity (normalized) is 0.715. (5) The peptide sequence is FNNFTVSFWLRVPKV. The MHC is HLA-DPA10201-DPB10501 with pseudo-sequence HLA-DPA10201-DPB10501. The binding affinity (normalized) is 0.440. (6) The peptide sequence is SGETYTCVVGHEA. The MHC is H-2-IAb with pseudo-sequence H-2-IAb. The binding affinity (normalized) is 0. (7) The peptide sequence is VCGMFTNRSGSQQW. The MHC is DRB1_0405 with pseudo-sequence DRB1_0405. The binding affinity (normalized) is 0.195.